From a dataset of Reaction yield outcomes from USPTO patents with 853,638 reactions. Predict the reaction yield, written as a fraction of the theoretical maximum amount of product (1.0 means a 100% yield; for example, 0.34 means a 34% yield). The reactants are Br[C:2]1[CH:3]=[CH:4][C:5]2[O:6][CH2:7][C:8](=[O:12])[NH:9][C:10]=2[N:11]=1.[C:13]1(/[CH:19]=[CH:20]/B(O)O)[CH:18]=[CH:17][CH:16]=[CH:15][CH:14]=1.C(=O)([O-])[O-].[K+].[K+]. The catalyst is O1CCOCC1.O.CCOC(C)=O.C1C=CC([P]([Pd]([P](C2C=CC=CC=2)(C2C=CC=CC=2)C2C=CC=CC=2)([P](C2C=CC=CC=2)(C2C=CC=CC=2)C2C=CC=CC=2)[P](C2C=CC=CC=2)(C2C=CC=CC=2)C2C=CC=CC=2)(C2C=CC=CC=2)C2C=CC=CC=2)=CC=1. The product is [CH:20](/[C:2]1[CH:3]=[CH:4][C:5]2[O:6][CH2:7][C:8](=[O:12])[NH:9][C:10]=2[N:11]=1)=[CH:19]\[C:13]1[CH:18]=[CH:17][CH:16]=[CH:15][CH:14]=1. The yield is 0.380.